The task is: Binary Classification. Given a drug SMILES string, predict its activity (active/inactive) in a high-throughput screening assay against a specified biological target.. This data is from SARS-CoV-2 main protease (3CLPro) crystallographic fragment screen with 879 compounds. (1) The drug is CC(=O)NCC1(O)CCCC1. The result is 0 (inactive). (2) The drug is CC(=O)Nc1cc(C)n[nH]1. The result is 0 (inactive). (3) The drug is CC(C)N(C)c1ncnc2c1cnn2C. The result is 0 (inactive). (4) The compound is CC(=O)NCc1cncs1. The result is 0 (inactive). (5) The drug is Cc1nc(CN2C[C@@H](F)C[C@H]2CN)cs1. The result is 0 (inactive). (6) The compound is Fc1ccccc1CNC1CCOCC1. The result is 0 (inactive).